Dataset: Forward reaction prediction with 1.9M reactions from USPTO patents (1976-2016). Task: Predict the product of the given reaction. (1) Given the reactants S(=O)(=O)(O)O.CO[C:8]1[CH:9]=[C:10]2[C:15](=[C:16]3[CH2:20][C:19]([CH3:22])([CH3:21])[O:18][C:17]=13)[C:14]([C:23]1[CH:28]=[CH:27][CH:26]=[CH:25][CH:24]=1)=[N:13][C:12]([CH3:30])([CH3:29])[CH2:11]2.[CH2:31]=[O:32].[Br-:33].[Na+].[C:35](O)(=O)C, predict the reaction product. The product is: [Br:33][CH2:8][C:9]1[C:31]([O:32][CH3:35])=[C:17]2[O:18][C:19]([CH3:21])([CH3:22])[CH2:20][C:16]2=[C:15]2[C:10]=1[CH2:11][C:12]([CH3:29])([CH3:30])[N:13]=[C:14]2[C:23]1[CH:28]=[CH:27][CH:26]=[CH:25][CH:24]=1. (2) Given the reactants [C:1]1([C:26]2[CH:31]=[CH:30][CH:29]=[CH:28][CH:27]=2)[CH:6]=[CH:5][C:4]([C:7]2[N:12]=[C:11]3[CH:13]=[C:14](Cl)[N:15]([CH2:16][O:17][CH2:18][CH2:19][Si:20]([CH3:23])([CH3:22])[CH3:21])[C:10]3=[CH:9][C:8]=2[Cl:25])=[CH:3][CH:2]=1.[Li]C(C)(C)C.CON(C)[C:40](=[O:47])[CH2:41][CH2:42][C:43]([O:45][CH3:46])=[O:44], predict the reaction product. The product is: [C:1]1([C:26]2[CH:31]=[CH:30][CH:29]=[CH:28][CH:27]=2)[CH:2]=[CH:3][C:4]([C:7]2[N:12]=[C:11]3[CH:13]=[C:14]([C:40](=[O:47])[CH2:41][CH2:42][C:43]([O:45][CH3:46])=[O:44])[N:15]([CH2:16][O:17][CH2:18][CH2:19][Si:20]([CH3:23])([CH3:21])[CH3:22])[C:10]3=[CH:9][C:8]=2[Cl:25])=[CH:5][CH:6]=1. (3) The product is: [Cl:1][C:2]1[N:3]=[C:4]([Cl:11])[C:5]2[C:10]([Cl:19])=[CH:9][NH:8][C:6]=2[N:7]=1. Given the reactants [Cl:1][C:2]1[N:3]=[C:4]([Cl:11])[C:5]2[CH:10]=[CH:9][NH:8][C:6]=2[N:7]=1.C1C(=O)N([Cl:19])C(=O)C1, predict the reaction product. (4) The product is: [Cl:9][C:6]1[N:5]=[C:4]([NH:10][CH2:11][C:12]([CH3:15])([CH3:14])[CH3:13])[C:3]([CH2:2][NH:1][C:39](=[O:40])[CH2:38][C:35]2[CH:36]=[CH:37][C:32]([O:31][CH3:30])=[CH:33][CH:34]=2)=[CH:8][N:7]=1. Given the reactants [NH2:1][CH2:2][C:3]1[C:4]([NH:10][CH2:11][C:12]([CH3:15])([CH3:14])[CH3:13])=[N:5][C:6]([Cl:9])=[N:7][CH:8]=1.CCN(C(C)C)C(C)C.CN(C=O)C.[CH3:30][O:31][C:32]1[CH:37]=[CH:36][C:35]([CH2:38][C:39](O)=[O:40])=[CH:34][CH:33]=1, predict the reaction product. (5) The product is: [Cl:1][C:2]1[CH:17]=[CH:16][CH:15]=[CH:14][C:3]=1[CH2:4][O:5][C:6]1[CH:7]=[CH:8][C:9]([CH:12]=[N:23][OH:21])=[N:10][CH:11]=1. Given the reactants [Cl:1][C:2]1[CH:17]=[CH:16][CH:15]=[CH:14][C:3]=1[CH2:4][O:5][C:6]1[CH:7]=[CH:8][C:9]([CH:12]=O)=[N:10][CH:11]=1.CCO.[OH2:21].Cl.[NH2:23]O.[OH-].[Na+], predict the reaction product. (6) Given the reactants C[O:2][C:3]([C:5]1[C:13]2[C:8](=[CH:9][CH:10]=[C:11]([OH:14])[CH:12]=2)[N:7]([C:15]2[CH:20]=[CH:19][C:18]([O:21][CH:22]([CH3:24])[CH3:23])=[CH:17][CH:16]=2)[C:6]=1[C:25]1[CH:30]=[CH:29][C:28]([C:31]([O:33]C)=[O:32])=[CH:27][CH:26]=1)=[O:4].[Cl:35][C:36]1[CH:37]=[C:38](B(O)O)[CH:39]=[CH:40][CH:41]=1, predict the reaction product. The product is: [C:31]([C:28]1[CH:27]=[CH:26][C:25]([C:6]2[N:7]([C:15]3[CH:20]=[CH:19][C:18]([O:21][CH:22]([CH3:23])[CH3:24])=[CH:17][CH:16]=3)[C:8]3[C:13]([C:5]=2[C:3]([OH:2])=[O:4])=[CH:12][C:11]([O:14][C:40]2[CH:39]=[CH:38][CH:37]=[C:36]([Cl:35])[CH:41]=2)=[CH:10][CH:9]=3)=[CH:30][CH:29]=1)([OH:33])=[O:32]. (7) Given the reactants [CH3:1][Mg]Br.[Br:4][C:5]1[CH:6]=[C:7]([CH2:11][C:12](=[O:14])[CH3:13])[CH:8]=[CH:9][CH:10]=1, predict the reaction product. The product is: [Br:4][C:5]1[CH:6]=[C:7]([CH2:11][C:12]([CH3:1])([OH:14])[CH3:13])[CH:8]=[CH:9][CH:10]=1. (8) Given the reactants [CH3:1][O:2][CH2:3][CH2:4][CH2:5][C:6]1[C:11]2[C:12]([CH3:18])=[C:13]([C:15](O)=[O:16])[O:14][C:10]=2[CH:9]=[CH:8][CH:7]=1.[H-].C([Al+]C(C)C)(C)C.CO.C(C(C(C([O-])=O)O)O)([O-])=O.[K+].[Na+], predict the reaction product. The product is: [CH3:1][O:2][CH2:3][CH2:4][CH2:5][C:6]1[C:11]2[C:12]([CH3:18])=[C:13]([CH2:15][OH:16])[O:14][C:10]=2[CH:9]=[CH:8][CH:7]=1.